This data is from Forward reaction prediction with 1.9M reactions from USPTO patents (1976-2016). The task is: Predict the product of the given reaction. (1) Given the reactants CC1C=CC(S(N[C@@H]([C@H](N)C2C=CC=CC=2)C2C=CC=CC=2)(=O)=O)=CC=1.C(N(CC)CC)C.CN(C=O)C.[CH2:39]([O:41][C@H:42]([CH2:48][C:49]1[CH:54]=[CH:53][C:52]([O:55][CH2:56][C:57]([C:59]2[CH:64]=[CH:63][CH:62]=[C:61]([O:65][CH3:66])[CH:60]=2)=[O:58])=[CH:51][CH:50]=1)[C:43]([NH:45][O:46][CH3:47])=[O:44])[CH3:40], predict the reaction product. The product is: [CH2:39]([O:41][C@H:42]([CH2:48][C:49]1[CH:54]=[CH:53][C:52]([O:55][CH2:56][C@@H:57]([OH:58])[C:59]2[CH:64]=[CH:63][CH:62]=[C:61]([O:65][CH3:66])[CH:60]=2)=[CH:51][CH:50]=1)[C:43]([NH:45][O:46][CH3:47])=[O:44])[CH3:40]. (2) Given the reactants [F:1][C:2]1[CH:3]=[C:4]([CH:17]=[CH:18][CH:19]=1)[CH2:5][O:6][C:7]1[CH:12]=[CH:11][C:10]([N+:13]([O-])=O)=[CH:9][C:8]=1[CH3:16].[H][H], predict the reaction product. The product is: [CH3:16][C:8]1[CH:9]=[C:10]([CH:11]=[CH:12][C:7]=1[O:6][CH2:5][C:4]1[CH:17]=[CH:18][CH:19]=[C:2]([F:1])[CH:3]=1)[NH2:13]. (3) Given the reactants [CH2:1]([NH:3][C:4]1[CH:11]=[CH:10][C:7]([C:8]#[N:9])=[CH:6][C:5]=1[N+:12]([O-])=O)[CH3:2], predict the reaction product. The product is: [NH2:12][C:5]1[CH:6]=[C:7]([CH:10]=[CH:11][C:4]=1[NH:3][CH2:1][CH3:2])[C:8]#[N:9].